This data is from Reaction yield outcomes from USPTO patents with 853,638 reactions. The task is: Predict the reaction yield, written as a fraction of the theoretical maximum amount of product (1.0 means a 100% yield; for example, 0.34 means a 34% yield). (1) The reactants are [NH2:1][C:2]1[CH:3]=[C:4]([O:16][CH2:17][CH2:18][O:19][CH3:20])[CH:5]=[C:6]2[C:10]=1[NH:9][C:8]([C:11]([O:13][CH2:14][CH3:15])=[O:12])=[CH:7]2.Cl.[N:22]1[CH:27]=[CH:26][CH:25]=[CH:24][C:23]=1[S:28](Cl)(=[O:30])=[O:29]. The catalyst is N1C=CC=CC=1. The product is [CH3:20][O:19][CH2:18][CH2:17][O:16][C:4]1[CH:5]=[C:6]2[C:10](=[C:2]([NH:1][S:28]([C:23]3[CH:24]=[CH:25][CH:26]=[CH:27][N:22]=3)(=[O:30])=[O:29])[CH:3]=1)[NH:9][C:8]([C:11]([O:13][CH2:14][CH3:15])=[O:12])=[CH:7]2. The yield is 0.650. (2) The reactants are Br[C:2]1[C:11]2[C:6](=[CH:7][CH:8]=[CH:9][CH:10]=2)[C:5]([S:12]([N:15]2[CH2:20][CH2:19][N:18]([C:21]3[CH:26]=[CH:25][C:24]([F:27])=[CH:23][C:22]=3[C:28]([F:31])([F:30])[F:29])[CH2:17][C@H:16]2[CH3:32])(=[O:14])=[O:13])=[CH:4][CH:3]=1.[C:33]([O:37][C:38]([N:40]1[CH2:45][CH2:44][N:43](C)[CH2:42][CH2:41]1)=[O:39])([CH3:36])([CH3:35])[CH3:34].CC(C)([O-])C.[Na+].C1(C)C=CC=CC=1. The catalyst is ClCCl.C1(P(C2C=CC=CC=2)C2C=CC3C(=CC=CC=3)C=2C2C3C(=CC=CC=3)C=CC=2P(C2C=CC=CC=2)C2C=CC=CC=2)C=CC=CC=1. The product is [F:27][C:24]1[CH:25]=[CH:26][C:21]([N:18]2[CH2:19][CH2:20][N:15]([S:12]([C:5]3[C:6]4[C:11](=[CH:10][CH:9]=[CH:8][CH:7]=4)[C:2]([N:43]4[CH2:42][CH2:41][N:40]([C:38]([O:37][C:33]([CH3:36])([CH3:35])[CH3:34])=[O:39])[CH2:45][CH2:44]4)=[CH:3][CH:4]=3)(=[O:14])=[O:13])[C@H:16]([CH3:32])[CH2:17]2)=[C:22]([C:28]([F:31])([F:30])[F:29])[CH:23]=1. The yield is 0.669.